This data is from Reaction yield outcomes from USPTO patents with 853,638 reactions. The task is: Predict the reaction yield, written as a fraction of the theoretical maximum amount of product (1.0 means a 100% yield; for example, 0.34 means a 34% yield). (1) The reactants are [C:1]([O:5][C:6](=[O:37])[NH:7][C:8]1[N:13]=[CH:12][C:11]([C:14]2[N:15]=[C:16]([N:31]3[CH2:36][CH2:35][O:34][CH2:33][CH2:32]3)[C:17]3[N:23]=[CH:22][C:21]([C:24]4[CH:29]=[CH:28][CH:27]=[C:26]([NH2:30])[CH:25]=4)=[CH:20][C:18]=3[N:19]=2)=[CH:10][N:9]=1)([CH3:4])([CH3:3])[CH3:2].[CH:38]1([C:41](O)=[O:42])[CH2:40][CH2:39]1.CN(C=O)C.CN(C(ON1N=NC2C=CC=NC1=2)=[N+](C)C)C.F[P-](F)(F)(F)(F)F. The catalyst is O. The product is [C:1]([O:5][C:6](=[O:37])[NH:7][C:8]1[N:9]=[CH:10][C:11]([C:14]2[N:15]=[C:16]([N:31]3[CH2:32][CH2:33][O:34][CH2:35][CH2:36]3)[C:17]3[N:23]=[CH:22][C:21]([C:24]4[CH:29]=[CH:28][CH:27]=[C:26]([NH:30][C:41]([CH:38]5[CH2:40][CH2:39]5)=[O:42])[CH:25]=4)=[CH:20][C:18]=3[N:19]=2)=[CH:12][N:13]=1)([CH3:4])([CH3:2])[CH3:3]. The yield is 0.660. (2) The reactants are C(OC(=O)[NH:7][CH2:8][C:9]([CH3:31])([C:11]1[CH:16]=[CH:15][C:14]([CH2:17][C:18](=[O:30])[C:19]2[C:28](=[O:29])[C:27]3[C:22](=[CH:23][CH:24]=[CH:25][CH:26]=3)[NH:21][CH:20]=2)=[CH:13][CH:12]=1)[CH3:10])(C)(C)C.C(O)(C(F)(F)F)=O.[OH-].[Na+]. The yield is 0.910. The product is [NH2:7][CH2:8][C:9]([C:11]1[CH:16]=[CH:15][C:14]([CH2:17][C:18]([C:19]2[C:28](=[O:29])[C:27]3[C:22](=[CH:23][CH:24]=[CH:25][CH:26]=3)[NH:21][CH:20]=2)=[O:30])=[CH:13][CH:12]=1)([CH3:10])[CH3:31]. The catalyst is C(Cl)Cl. (3) The reactants are [O:1]=[C:2]([CH2:8][C:9]1[CH:14]=[CH:13][CH:12]=[CH:11][CH:10]=1)[CH2:3][C:4]([O:6][CH3:7])=[O:5].S(Cl)([Cl:18])(=O)=O. The catalyst is ClCCl. The product is [Cl:18][CH:3]([C:2](=[O:1])[CH2:8][C:9]1[CH:14]=[CH:13][CH:12]=[CH:11][CH:10]=1)[C:4]([O:6][CH3:7])=[O:5]. The yield is 0.730. (4) The reactants are I[C:2]1[CH:3]=[CH:4][C:5]2[NH:6][C:7]3[C:12]([C:13]=2[CH:14]=1)=[CH:11][CH:10]=[CH:9][CH:8]=3.C1([N:21]2[C:33]3[CH:32]=[CH:31][C:30](B4OC(C)(C)C(C)(C)O4)=[CH:29][C:28]=3[C:27]3[C:22]2=[CH:23][CH:24]=[CH:25][CH:26]=3)C=CC=CC=1.[O-]P([O-])([O-])=O.[K+].[K+].[K+].O. The catalyst is O1CCOCC1.C1C=CC([P]([Pd]([P](C2C=CC=CC=2)(C2C=CC=CC=2)C2C=CC=CC=2)([P](C2C=CC=CC=2)(C2C=CC=CC=2)C2C=CC=CC=2)[P](C2C=CC=CC=2)(C2C=CC=CC=2)C2C=CC=CC=2)(C2C=CC=CC=2)C2C=CC=CC=2)=CC=1. The product is [C:2]1([N:6]2[C:5]3[CH:4]=[CH:3][C:2]([C:30]4[CH:31]=[CH:32][C:33]5[NH:21][C:22]6[C:27]([C:28]=5[CH:29]=4)=[CH:26][CH:25]=[CH:24][CH:23]=6)=[CH:14][C:13]=3[C:12]3[C:7]2=[CH:8][CH:9]=[CH:10][CH:11]=3)[CH:3]=[CH:4][CH:5]=[CH:13][CH:14]=1. The yield is 0.740. (5) The reactants are [OH:1][C:2]1[C:12]2[CH2:11][CH2:10][N:9]([C:13](=[O:18])[C:14]([F:17])([F:16])[F:15])[CH2:8][CH2:7][C:6]=2[CH:5]=[CH:4][CH:3]=1.C(NC(C)C)(C)C.[I:26]N1C(=O)CCC1=O. The catalyst is C(Cl)Cl. The product is [OH:1][C:2]1[C:12]2[CH2:11][CH2:10][N:9]([C:13](=[O:18])[C:14]([F:17])([F:15])[F:16])[CH2:8][CH2:7][C:6]=2[CH:5]=[CH:4][C:3]=1[I:26]. The yield is 0.650.